This data is from Reaction yield outcomes from USPTO patents with 853,638 reactions. The task is: Predict the reaction yield, written as a fraction of the theoretical maximum amount of product (1.0 means a 100% yield; for example, 0.34 means a 34% yield). (1) The reactants are [CH2:1]([O:3][C:4](=[O:21])[CH:5]([N:7]1[C:12]2[CH:13]=[C:14]([N+:17]([O-:19])=[O:18])[CH:15]=[CH:16][C:11]=2[O:10][CH2:9][C:8]1=O)[CH3:6])[CH3:2].COC1C=CC(P2(SP(C3C=CC(OC)=CC=3)(=S)S2)=[S:31])=CC=1. The catalyst is C1(C)C=CC=CC=1. The product is [CH2:1]([O:3][C:4](=[O:21])[CH:5]([N:7]1[C:12]2[CH:13]=[C:14]([N+:17]([O-:19])=[O:18])[CH:15]=[CH:16][C:11]=2[O:10][CH2:9][C:8]1=[S:31])[CH3:6])[CH3:2]. The yield is 0.720. (2) The reactants are [CH3:1][O:2][C:3]1[N:8]=[C:7]([NH2:9])[CH:6]=[CH:5][CH:4]=1.[F:10][CH2:11][O:12][C:13]1[CH:20]=[C:19]([CH3:21])[C:16]([CH:17]=O)=[C:15]([CH3:22])[CH:14]=1.[N+:23]([C:25]1[CH:34]=[CH:33][C:28]2[O:29][CH2:30][CH2:31][O:32][C:27]=2[CH:26]=1)#[C-:24]. The catalyst is C1(C)C=CC=CC=1.[O-]S(C(F)(F)F)(=O)=O.[Sc+3].[O-]S(C(F)(F)F)(=O)=O.[O-]S(C(F)(F)F)(=O)=O. The product is [O:29]1[CH2:30][CH2:31][O:32][C:27]2[CH:26]=[C:25]([NH:23][C:24]3[N:8]4[C:3]([O:2][CH3:1])=[CH:4][CH:5]=[CH:6][C:7]4=[N:9][C:17]=3[C:16]3[C:19]([CH3:21])=[CH:20][C:13]([O:12][CH2:11][F:10])=[CH:14][C:15]=3[CH3:22])[CH:34]=[CH:33][C:28]1=2. The yield is 0.360. (3) The reactants are [Br-].[C:2]1(C([PH3+])(C2C=CC=CC=2)C2C=CC=CC=2)C=CC=CC=1.O1CCCC1.C([Li])CCC.[CH3:32][CH:33]([CH2:40][CH2:41][CH2:42][CH:43]([CH3:50])[CH2:44][CH2:45][CH2:46][CH:47]([CH3:49])[CH3:48])[CH2:34][CH2:35][CH2:36][C:37](=O)[CH3:38]. The yield is 0.800. The product is [CH3:48][C:47]([CH2:46][CH2:45][CH2:44][CH:43]([CH3:50])[CH2:42][CH2:41][CH2:40][CH:33]([CH3:32])[CH2:34][CH2:35][CH2:36][CH:37]([CH3:2])[CH3:38])=[CH2:49]. The catalyst is O. (4) The reactants are [Na].Cl[C:3]1[C:8]([O:9][CH:10]([F:12])[F:11])=[CH:7][CH:6]=[CH:5][N:4]=1.[CH3:13][OH:14]. No catalyst specified. The product is [F:11][CH:10]([F:12])[O:9][C:8]1[C:3]([O:14][CH3:13])=[N:4][CH:5]=[CH:6][CH:7]=1. The yield is 0.560. (5) The reactants are C(N(C(C)C)CC)(C)C.[CH2:10](Br)[C:11]1[CH:16]=[CH:15][CH:14]=[CH:13][CH:12]=1.[NH:18]([CH2:22][CH2:23][OH:24])[CH2:19][CH2:20][OH:21]. The catalyst is C(Cl)(Cl)Cl. The product is [CH2:10]([N:18]([CH2:22][CH2:23][OH:24])[CH2:19][CH2:20][OH:21])[C:11]1[CH:16]=[CH:15][CH:14]=[CH:13][CH:12]=1. The yield is 0.794. (6) The reactants are [C:1]([C:5]1[CH:25]=[CH:24][C:8]([C:9]([NH:11][S:12]([C:15]2[CH:20]=[CH:19][CH:18]=[C:17]([N+:21]([O-])=O)[CH:16]=2)(=[O:14])=[O:13])=[O:10])=[C:7]([Cl:26])[N:6]=1)([CH3:4])([CH3:3])[CH3:2]. The catalyst is C(O)(=O)C.[Zn]. The product is [NH2:21][C:17]1[CH:16]=[C:15]([S:12]([NH:11][C:9]([C:8]2[C:7]([Cl:26])=[N:6][C:5]([C:1]([CH3:3])([CH3:2])[CH3:4])=[CH:25][CH:24]=2)=[O:10])(=[O:14])=[O:13])[CH:20]=[CH:19][CH:18]=1. The yield is 0.870. (7) The reactants are [H-].[Na+].[Br:3][C:4]1[C:5]2[CH:13]=[CH:12][N:11]([S:14]([C:17]3[CH:23]=[CH:22][C:20]([CH3:21])=[CH:19][CH:18]=3)(=[O:16])=[O:15])[C:6]=2[C:7](=[O:10])[NH:8][CH:9]=1.I[CH3:25].O. The catalyst is CN(C)C=O. The product is [Br:3][C:4]1[C:5]2[CH:13]=[CH:12][N:11]([S:14]([C:17]3[CH:23]=[CH:22][C:20]([CH3:21])=[CH:19][CH:18]=3)(=[O:16])=[O:15])[C:6]=2[C:7](=[O:10])[N:8]([CH3:25])[CH:9]=1. The yield is 0.960. (8) The reactants are [NH:1]1[CH:5]=[CH:4][C:3]([NH2:6])=[N:2]1.[CH3:7][C:8]([CH3:10])=O.C(O)(=O)C.C(O[BH-](OC(=O)C)OC(=O)C)(=O)C.[Na+].[OH-].[Na+]. The catalyst is C1COCC1. The product is [CH:8]([NH:6][C:3]1[CH:4]=[CH:5][NH:1][N:2]=1)([CH3:10])[CH3:7]. The yield is 0.680. (9) The reactants are [Cl:1][C:2]1[CH:3]=[CH:4][C:5]([S:9][CH3:10])=[C:6]([NH2:8])[CH:7]=1.[CH3:11][C:12]1[CH:17]=[CH:16][C:15]([S:18](Cl)(=[O:20])=[O:19])=[CH:14][C:13]=1[N+:22]([O-:24])=[O:23]. No catalyst specified. The product is [Cl:1][C:2]1[CH:3]=[CH:4][C:5]([S:9][CH3:10])=[C:6]([NH:8][S:18]([C:15]2[CH:16]=[CH:17][C:12]([CH3:11])=[C:13]([N+:22]([O-:24])=[O:23])[CH:14]=2)(=[O:19])=[O:20])[CH:7]=1. The yield is 0.610. (10) The reactants are C(OC([O:8][NH:9][C:10]([C:12]1[CH:13]=[N:14][C:15]([N:18]2[CH2:23][CH:22]3[CH:20]([CH:21]3[N:24]([CH2:36][CH2:37][N:38]([CH2:41][CH3:42])[CH2:39][CH3:40])[CH2:25][C:26]3[CH:35]=[CH:34][C:33]4[C:28](=[CH:29][CH:30]=[CH:31][CH:32]=4)[CH:27]=3)[CH2:19]2)=[N:16][CH:17]=1)=[O:11])C)C(C)C.Cl.O1CCOCC1. The catalyst is C(Cl)Cl. The product is [OH:8][NH:9][C:10]([C:12]1[CH:13]=[N:14][C:15]([N:18]2[CH2:19][CH:20]3[CH:22]([CH:21]3[N:24]([CH2:36][CH2:37][N:38]([CH2:41][CH3:42])[CH2:39][CH3:40])[CH2:25][C:26]3[CH:35]=[CH:34][C:33]4[C:28](=[CH:29][CH:30]=[CH:31][CH:32]=4)[CH:27]=3)[CH2:23]2)=[N:16][CH:17]=1)=[O:11]. The yield is 0.570.